This data is from Human Reference Interactome with 51,813 positive PPI pairs across 8,248 proteins, plus equal number of experimentally-validated negative pairs. The task is: Binary Classification. Given two protein amino acid sequences, predict whether they physically interact or not. (1) Protein 1 (ENSG00000185674) has sequence MLSSVVFWGLIALIGTSRGSYPFSHSMKPHLHPRLYHGCYGDIMTMKTSGATCDANSVMNCGIRGSEMFAEMDLRAIKPYQTLIKEVGQRHCVDPAVIAAIISRESHGGSVLQDGWDHRGLKFGLMQLDKQTYHPVGAWDSKEHLSQATGILTERIKAIQKKFPTWSVAQHLKGGLSAFKSGIEAIATPSDIDNDFVNDIIARAKFYKRQSF*MLSSVVFWGLIALIGTSRGSYPFSHSMKPHLHPRLYHGCYGDIMTMKTSGATCDANSVMNCGIRGSEMFAEMDLRAIKPYQTLIKEV.... Protein 2 (ENSG00000197006) has sequence MRLLAGWLCLSLASVWLARRMWTLRSPLTRSLYVNMTSGPGGPAAAAGGRKENHQWYVCNREKLCESLQAVFVQSYLDQGTQIFLNNSIEKSGWLFIQLYHSFVSSVFSLFMSRTSINGLLGRGSMFVFSPDQFQRLLKINPDWKTHRLLDLGAGDGEVTKIMSPHFEEIYATELSETMIWQLQKKKYRVLGINEWQNTGFQYDVISCLNLLDRCDQPLTLLKDIRSVLEPTRGRVILALVLPFHPYVENVGGKWEKPSEILEIKGQNWEEQVNSLPEVFRKAGFVIEAFTRLPYLCEGD.... Result: 0 (the proteins do not interact). (2) Protein 1 (ENSG00000136247) has sequence MDFLVLFLFYLASVLMGLVLICVCSKTHSLKGLARGGAQIFSCIIPECLQRAVHGLLHYLFHTRNHTFIVLHLVLQGMVYTEYTWEVFGYCQELELSLHYLLLPYLLLGVNLFFFTLTCGTNPGIITKANELLFLHVYEFDEVMFPKNVRCSTCDLRKPARSKHCSVCNWCVHRFDHHCVWVNNCIGAWNIRYFLIYVLTLTASAATVAIVSTTFLVHLVVMSDLYQETYIDDLGHLHVMDTVFLIQYLFLTFPRIVFMLGFVVVLSFLLGGYLLFVLYLAATNQTTNEWYRGDWAWCQR.... Protein 2 (ENSG00000204175) has sequence MSSSRPEPGPWAPLSPRLQPLSQSSSSLLGEGREQRPELRKTASSTVWQAQLGEASTRPQAPEEEGNPPESMKPARASGPKARPSAGGHWWSSTVGNVSTMGGSDLCRLRAPSAAAMQRSHSDLVRSTQMRGHSGARKASLSCSALGSSPVHRAQLQPGGTSGQGGQAPAGLERDLAPEDETSNSAWMLGASQLSVPPLDLGDTTAHSSSAQAEPKAAEQLATTTCHALPPAALLCGMREVRAGGCCHALPATGILAFPKLVASVSESGLQAQHGVKIHCRLSGGLPGHSHCCAHLWGPA.... Result: 0 (the proteins do not interact). (3) Protein 1 (ENSG00000028839) has sequence MDADSDVALDILITNVVCVFRTRCHLNLRKIALEGANVIYKRDVGKVLMKLRKPRITATIWSSGKIICTGATSEEEAKFGARRLARSLQKLGFQVIFTDFKVVNVLAVCNMPFEIRLPEFTKNNRPHASYEPELHPAVCYRIKSLRATLQIFSTGSITVTGPNVKAVATAVEQIYPFVFESRKEIL*MDADSDVALDILITNVVCVFRTRCHLNLRKIALEGANVIYKRDVGKVLMKLRKPRITATIWSSGKIICTGATSEEEAKFGARRLARSLQKLGFQVIFTDFKVVNVLAVCNMPF.... Protein 2 (ENSG00000165417) has sequence MANSANTNTVPKLYRSVIEDVINDVRDIFLDDGVDEQVLMELKTILNKTVAAQKMFILW*MELKTLWENKLMQSRAVDGFHSEEQQLLLQVQQQHQPQQQQHHHHHHHQQAQPQQTVPQQAQTQQVLIPASQQATAPQVIVPDSKLIQHMNASNMSAAATAATLALPAGVTPVQQILTNSGQLLQVVRAANGAQYIFQPQQSVVLQQQVIPQMQPGGVQAPVIQQVLAPLPGGISPQTGVIIQPQQILFTGNKTQVIPTTVAAPTPAQAQITATGQQQPQAQPAQTQAPLVLQVDGTGDT.... Result: 1 (the proteins interact). (4) Protein 1 (ENSG00000171320) has sequence MAALTPRKRKQDSLKCDSLLHFTENLFPSPNKKHCFYQNSDKNEENLHCSQQEHFVLSALKTTEINRLPSANQGSPFKSALSTVSFYNQNKWYLNPLERKLIKESRSTCLKTNDEDKSFPIVTEKMQGKPVCSKKNNKKPQKSLTAKYQPKYRHIKPVSRNSRNSKQNRVIYKPIVEKENNCHSAENNSNAPRVLSQKIKPQVTLQGGAAFFVRKKSSLRKSSLENEPSLGRTQKSKSEVIEDSDVETVSEKKTFATRQVPKCLVLEEKLKIGLLSASSKNKEKLIKDSSDDRVSSKEHK.... Protein 2 (ENSG00000205944) has sequence MSAANPETPNSTISREASTQSSSAAASQGWVLPEGKIVPNTVFVGGIDARMDETEIGSCFGRYGSVKEVKIITNRTGVSKGYGFVSFVNDVDVQKIVGSQIHFHGKKLKLGPAIRKQKLCARHVQPRPLVVNPPPPPQFQNVWRNPNTETYLQPQITPNPVTQHVQAYSAYPHSPGQVITGCQLLVYNYQEYPTYPDSAFQVTTGYQLPVYNYQPFPAYPRSPFQVTAGYQLPVYNYQAFPAYPNSPFQVATGYQFPVYNYQPFPAYPSSPFQVTAGYQLPVYNYQAFPAYPNSPFQVAT.... Result: 0 (the proteins do not interact). (5) Protein 2 (ENSG00000111266) has sequence MAHEMIGTQIVTERLVALLESGTEKVLLIDSRPFVEYNTSHILEAININCSKLMKRRLQQDKVLITELIQHSAKHKVDIDCSQKVVVYDQSSQDVASLSSDCFLTVLLGKLEKSFNSVHLLAGADAAEWDWLCVKCQQYLSKA*MAHEMIGTQIVTERLVALLESGTEKVLLIDSRPFVEYNTSHILEAININCSKLMKRRLQQDKVLITELIQHSAKHKVDIDCSQKVVVYDQSSQDVASLSSDCFLTVLLGKLEKSFNSVHLLAGGFAEFSRCFPGLCEGKSTLVPTCISQPCLPVAN.... Protein 1 (ENSG00000196405) has sequence MSEQSICQARASVMVYDDTSKKWVPIKPGQQGFSRINIYHNTASNTFRVVGVKLQDQQVVINYSIVKGLKYNQATPTFHQWRDARQVYGLNFASKEEATTFSNAMLFALNIMNSQEGGPSSQRQVQNGPSPDEMDIQRRQVMEQHQQQRQESLERRTSATGPILPPGHPSSAASAPVSCSGPPPPPPPPVPPPPTGATPPPPPPLPAGGAQGSSHDESSMSGLAAAIAGAKLRRVQRPEDASGGSSPSGTSKSDANRASSGGGGGGLMEEMNKLLAKRRKAASQSDKPAEKKEDESQMED.... Result: 0 (the proteins do not interact).